Predict the product of the given reaction. From a dataset of Forward reaction prediction with 1.9M reactions from USPTO patents (1976-2016). (1) Given the reactants [C:1]([O:5][C:6](=[O:18])[NH:7][C:8]1[CH:9]=[C:10]2[C:14](=[CH:15][CH:16]=1)[CH2:13][NH:12][C:11]2=[O:17])([CH3:4])([CH3:3])[CH3:2].[O:19](C)[S:20]([C:23]([F:26])([F:25])[F:24])(=[O:22])=[O:21], predict the reaction product. The product is: [F:24][C:23]([F:26])([F:25])[S:20]([O-:22])(=[O:21])=[O:19].[C:1]([O:5][C:6]([NH:7][C:8]1[CH:9]=[C:10]2[C:14](=[CH:15][CH:16]=1)[CH2:13][NH+:12]=[C:11]2[O:17][CH3:23])=[O:18])([CH3:4])([CH3:2])[CH3:3]. (2) Given the reactants [OH:1][C:2]1[CH:3]=[C:4]([CH2:23][CH2:24][CH2:25][CH2:26][N:27]2[C:35](=[O:36])[C:34]3[C:29](=[CH:30][CH:31]=[CH:32][CH:33]=3)[C:28]2=[O:37])[CH:5]=[C:6]([CH2:8][CH2:9][CH2:10][CH2:11][N:12]2[C:20](=[O:21])[C:19]3[C:14](=[CH:15][CH:16]=[CH:17][CH:18]=3)[C:13]2=[O:22])[CH:7]=1.[F:38][C:39]([F:52])([F:51])[S:40](O[S:40]([C:39]([F:52])([F:51])[F:38])(=[O:42])=[O:41])(=[O:42])=[O:41].O.C(OCC)C, predict the reaction product. The product is: [F:38][C:39]([F:52])([F:51])[S:40]([O:1][C:2]1[CH:3]=[C:4]([CH2:23][CH2:24][CH2:25][CH2:26][N:27]2[C:35](=[O:36])[C:34]3[C:29](=[CH:30][CH:31]=[CH:32][CH:33]=3)[C:28]2=[O:37])[CH:5]=[C:6]([CH2:8][CH2:9][CH2:10][CH2:11][N:12]2[C:20](=[O:21])[C:19]3[C:14](=[CH:15][CH:16]=[CH:17][CH:18]=3)[C:13]2=[O:22])[CH:7]=1)(=[O:42])=[O:41]. (3) The product is: [Br:26][C:24]1[CH:23]=[CH:22][C:21]([O:27][CH2:28][C:29]2[CH:30]=[CH:31][C:32]([F:35])=[CH:33][CH:34]=2)=[C:20]([C:15]2[N:14]([C:6]3[CH:5]=[C:4]([C:9]([O:10][CH:11]([F:12])[F:13])=[CH:8][CH:7]=3)[C:3]([OH:36])=[O:2])[C:18]([CH3:19])=[CH:17][CH:16]=2)[CH:25]=1. Given the reactants C[O:2][C:3](=[O:36])[C:4]1[C:9]([O:10][CH:11]([F:13])[F:12])=[CH:8][CH:7]=[C:6]([N:14]2[C:18]([CH3:19])=[CH:17][CH:16]=[C:15]2[C:20]2[CH:25]=[C:24]([Br:26])[CH:23]=[CH:22][C:21]=2[O:27][CH2:28][C:29]2[CH:34]=[CH:33][C:32]([F:35])=[CH:31][CH:30]=2)[CH:5]=1.[OH-].[Na+], predict the reaction product. (4) Given the reactants [N:1]([CH2:4][CH:5]1[O:9][C:8]2[CH:10]=[C:11]([F:22])[CH:12]=[C:13]([C:14]3[C:19]([Cl:20])=[CH:18][CH:17]=[CH:16][C:15]=3[Cl:21])[C:7]=2[O:6]1)=[N+]=[N-].C1(P(C2C=CC=CC=2)C2C=CC=CC=2)C=CC=CC=1.O.Cl, predict the reaction product. The product is: [Cl:21][C:15]1[CH:16]=[CH:17][CH:18]=[C:19]([Cl:20])[C:14]=1[C:13]1[C:7]2[O:6][CH:5]([CH2:4][NH2:1])[O:9][C:8]=2[CH:10]=[C:11]([F:22])[CH:12]=1. (5) Given the reactants Br[C:2]1[S:3][C:4]([C:22]2[CH:27]=[CH:26][N:25]=[C:24]([S:28][CH3:29])[N:23]=2)=[C:5]([C:7]2[C:8]([F:21])=[C:9]([NH:14][C:15](=[O:20])[C:16]([CH3:19])([CH3:18])[CH3:17])[CH:10]=[C:11]([Cl:13])[CH:12]=2)[N:6]=1.[CH:30]1(B(O)O)[CH2:32][CH2:31]1.P([O-])([O-])([O-])=O.[K+].[K+].[K+].C1(P(C2CCCCC2)C2CCCCC2)CCCCC1, predict the reaction product. The product is: [Cl:13][C:11]1[CH:12]=[C:7]([C:5]2[N:6]=[C:2]([CH:30]3[CH2:32][CH2:31]3)[S:3][C:4]=2[C:22]2[CH:27]=[CH:26][N:25]=[C:24]([S:28][CH3:29])[N:23]=2)[C:8]([F:21])=[C:9]([NH:14][C:15](=[O:20])[C:16]([CH3:19])([CH3:18])[CH3:17])[CH:10]=1. (6) The product is: [CH3:20][C:11]1([C:14]2[CH:19]=[CH:18][CH:17]=[CH:16][CH:15]=2)[O:10][C:9](=[O:21])[N:8]([C:4]2[CH:5]=[CH:6][CH:7]=[C:2]([C:24]3[CH:23]=[N:22][CH:27]=[CH:26][CH:25]=3)[CH:3]=2)[CH2:13][CH2:12]1. Given the reactants Br[C:2]1[CH:3]=[C:4]([N:8]2[CH2:13][CH2:12][C:11]([CH3:20])([C:14]3[CH:19]=[CH:18][CH:17]=[CH:16][CH:15]=3)[O:10][C:9]2=[O:21])[CH:5]=[CH:6][CH:7]=1.[N:22]1[CH:27]=[CH:26][CH:25]=[C:24](B(O)O)[CH:23]=1, predict the reaction product. (7) Given the reactants [C:1]1([C:7]2[N:12]=[C:11]3[C:13]([C:16]4[CH2:17][CH2:18][N:19]([CH2:22][C:23]5[CH:28]=[CH:27][CH:26]=[CH:25][CH:24]=5)[CH2:20][CH:21]=4)=[CH:14][NH:15][C:10]3=[C:9]([C:29]([NH2:31])=[O:30])[CH:8]=2)[CH:6]=[CH:5][CH:4]=[CH:3][CH:2]=1.C(N(CC)CC)C.C(Cl)(=[O:46])C1C=CC=CC=1, predict the reaction product. The product is: [C:1]1([C:7]2[N:12]=[C:11]3[C:13]([CH:16]4[CH2:17][CH2:18][N:19]([C:22]([C:23]5[CH:28]=[CH:27][CH:26]=[CH:25][CH:24]=5)=[O:46])[CH2:20][CH2:21]4)=[CH:14][NH:15][C:10]3=[C:9]([C:29]([NH2:31])=[O:30])[CH:8]=2)[CH:6]=[CH:5][CH:4]=[CH:3][CH:2]=1. (8) Given the reactants [Cl:1][C:2]1[CH:3]=[C:4]([CH:8]=[C:9]([O:11][CH3:12])[CH:10]=1)[C:5]([OH:7])=O.[NH2:13][CH2:14][C:15]1[CH:22]=[CH:21][C:18]([C:19]#[N:20])=[CH:17][C:16]=1[N+:23]([O-:25])=[O:24], predict the reaction product. The product is: [Cl:1][C:2]1[CH:3]=[C:4]([CH:8]=[C:9]([O:11][CH3:12])[CH:10]=1)[C:5]([NH:13][CH2:14][C:15]1[CH:22]=[CH:21][C:18]([C:19]#[N:20])=[CH:17][C:16]=1[N+:23]([O-:25])=[O:24])=[O:7].